This data is from Reaction yield outcomes from USPTO patents with 853,638 reactions. The task is: Predict the reaction yield, written as a fraction of the theoretical maximum amount of product (1.0 means a 100% yield; for example, 0.34 means a 34% yield). (1) The reactants are [NH2:1][C:2]1[CH:3]=[N:4][CH:5]=[CH:6][C:7]=1[O:8][C:9]1[CH:14]=[CH:13][C:12]([NH:15][C:16]([C:18]2[C:19](=[O:31])[N:20]([C:24]3[CH:29]=[CH:28][C:27]([F:30])=[CH:26][CH:25]=3)[CH:21]=[CH:22][CH:23]=2)=[O:17])=[CH:11][C:10]=1[F:32].C(OC([N:40]1[CH2:44][CH2:43][CH:42]([CH:45]=O)[CH2:41]1)=O)(C)(C)C.C(O)(=O)C.C(O[BH-](OC(=O)C)OC(=O)C)(=O)C.[Na+].[ClH:65]. The catalyst is ClCCCl.O1CCOCC1.CO.CCOC(C)=O. The product is [ClH:65].[F:32][C:10]1[CH:11]=[C:12]([NH:15][C:16]([C:18]2[C:19](=[O:31])[N:20]([C:24]3[CH:25]=[CH:26][C:27]([F:30])=[CH:28][CH:29]=3)[CH:21]=[CH:22][CH:23]=2)=[O:17])[CH:13]=[CH:14][C:9]=1[O:8][C:7]1[CH:6]=[CH:5][N:4]=[CH:3][C:2]=1[NH:1][CH2:45][CH:42]1[CH2:43][CH2:44][NH:40][CH2:41]1. The yield is 0.600. (2) The reactants are Cl[P:2]([CH3:4])[CH3:3].[O-:5]CC.[Na+].Br[CH2:10][C:11]1[CH:16]=[CH:15][CH:14]=[C:13]([N+:17]([O-:19])=[O:18])[CH:12]=1. The catalyst is C1COCC1. The product is [CH3:3][P:2](=[O:5])([CH3:4])[CH2:10][C:11]1[CH:16]=[CH:15][CH:14]=[C:13]([N+:17]([O-:19])=[O:18])[CH:12]=1. The yield is 0.280. (3) The reactants are C[Si]([N-][Si](C)(C)C)(C)C.[K+].C1C[O:14]CC1.[CH2:16]([O:18][C:19](=[O:37])[CH2:20][C:21]1[C:22]([CH3:36])=[N:23][C:24]2[N:25]([N:28]=[C:29]([C:31]([O:33][CH2:34][CH3:35])=[O:32])[CH:30]=2)[C:26]=1[I:27])[CH3:17].C1(C2ON2S(C2C=CC=CC=2)(=O)=O)C=CC=CC=1. The catalyst is C1COCC1. The product is [CH2:16]([O:18][C:19](=[O:37])[CH:20]([C:21]1[C:22]([CH3:36])=[N:23][C:24]2[N:25]([N:28]=[C:29]([C:31]([O:33][CH2:34][CH3:35])=[O:32])[CH:30]=2)[C:26]=1[I:27])[OH:14])[CH3:17]. The yield is 0.622. (4) The reactants are Br[C:2]1[CH:3]=[N:4][C:5](Cl)=[C:6]([CH:10]=1)[C:7]([NH2:9])=[O:8].[O:12]([C:19]1[CH:24]=[CH:23][C:22]([OH:25])=[CH:21][CH:20]=1)[C:13]1[CH:18]=[CH:17][CH:16]=[CH:15][CH:14]=1.CC1(C)C(C)(C)OB([C:34]2[CH2:35][CH2:36][N:37]([C:39]([O:41]C(C)(C)C)=O)[CH:38]=2)O1.[C:47](O)(=O)[CH:48]=C. No catalyst specified. The product is [C:39]([N:37]1[CH2:38][CH2:34][CH:35]([C:2]2[CH:3]=[N:4][C:5]([O:25][C:22]3[CH:21]=[CH:20][C:19]([O:12][C:13]4[CH:18]=[CH:17][CH:16]=[CH:15][CH:14]=4)=[CH:24][CH:23]=3)=[C:6]([CH:10]=2)[C:7]([NH2:9])=[O:8])[CH2:36]1)(=[O:41])[CH:47]=[CH2:48]. The yield is 0.460.